This data is from Forward reaction prediction with 1.9M reactions from USPTO patents (1976-2016). The task is: Predict the product of the given reaction. (1) The product is: [NH2:1][C:2]1[CH:20]=[CH:19][C:5]([O:6][C:7]2[CH:12]=[CH:11][N:10]=[C:9]([NH:13][CH2:14][CH2:15][CH2:16][CH3:17])[CH:8]=2)=[CH:4][CH:3]=1. Given the reactants [NH2:1][C:2]1[CH:20]=[CH:19][C:5]([O:6][C:7]2[CH:12]=[CH:11][N:10]=[C:9]([NH:13][C:14](=O)[CH2:15][CH2:16][CH3:17])[CH:8]=2)=[CH:4][CH:3]=1.[H-].[Li+].[Al+3].[H-].[H-].[H-].O, predict the reaction product. (2) Given the reactants [F:1][C:2]([F:12])([F:11])[C:3]1[CH:4]=[CH:5][C:6]([CH2:9]O)=[N:7][CH:8]=1.O=S(Cl)[Cl:15], predict the reaction product. The product is: [ClH:15].[Cl:15][CH2:9][C:6]1[CH:5]=[CH:4][C:3]([C:2]([F:12])([F:11])[F:1])=[CH:8][N:7]=1. (3) The product is: [C:1]1([C:8]2[CH:13]=[CH:12][CH:11]=[CH:10][CH:9]=2)[CH:2]=[CH:3][C:4]([O:7][CH2:28][CH2:27][O:26][C:23]2[CH:22]=[CH:21][C:20]([CH2:19][C@H:18]([O:30][CH3:31])[C:17]([OH:32])=[O:16])=[CH:25][CH:24]=2)=[CH:5][CH:6]=1. Given the reactants [C:1]1([C:8]2[CH:13]=[CH:12][CH:11]=[CH:10][CH:9]=2)[CH:6]=[CH:5][C:4]([OH:7])=[CH:3][CH:2]=1.C([O:16][C:17](=[O:32])[C@@H:18]([O:30][CH3:31])[CH2:19][C:20]1[CH:25]=[CH:24][C:23]([O:26][CH2:27][CH2:28]Br)=[CH:22][CH:21]=1)C.C(=O)([O-])[O-].[Cs+].[Cs+], predict the reaction product. (4) The product is: [Cl:13][C:5]1[CH:6]=[C:7]([C:9]([F:10])([F:11])[F:12])[CH:8]=[C:2]([F:1])[C:3]=1[NH2:4]. Given the reactants [F:1][C:2]1[CH:8]=[C:7]([C:9]([F:12])([F:11])[F:10])[CH:6]=[CH:5][C:3]=1[NH2:4].[Cl:13]N1C(=O)CCC1=O, predict the reaction product. (5) Given the reactants [C:1]([O:5][NH:6][C:7]([C:9]1[C:14]([CH3:15])=[C:13]([N+:16]([O-])=O)[CH:12]=[CH:11][CH:10]=1)=[O:8])([CH3:4])([CH3:3])[CH3:2].C(ONC(C1C=C(C=CC=1)N)=O)(C)(C)C, predict the reaction product. The product is: [NH2:16][C:13]1[CH:12]=[CH:11][CH:10]=[C:9]([C:7](=[O:8])[NH:6][O:5][C:1]([CH3:2])([CH3:3])[CH3:4])[C:14]=1[CH3:15].